From a dataset of Full USPTO retrosynthesis dataset with 1.9M reactions from patents (1976-2016). Predict the reactants needed to synthesize the given product. (1) Given the product [CH3:3][CH:2]([S:4]([NH:7][C@H:8]1[CH2:13][CH2:12][C@H:11]([CH2:14][NH:15][C:16]2[S:18][CH:20]=[C:21]([C:23]3[CH:28]=[N:27][CH:26]=[CH:25][N:24]=3)[N:17]=2)[CH2:10][CH2:9]1)(=[O:5])=[O:6])[CH3:1], predict the reactants needed to synthesize it. The reactants are: [CH3:1][CH:2]([S:4]([NH:7][C@H:8]1[CH2:13][CH2:12][C@H:11]([CH2:14][NH:15][C:16](=[S:18])[NH-:17])[CH2:10][CH2:9]1)(=[O:6])=[O:5])[CH3:3].Br[CH2:20][C:21]([C:23]1[CH:28]=[N:27][CH:26]=[CH:25][N:24]=1)=O. (2) Given the product [CH3:1][O:2][CH2:3][CH2:4][CH:5]([C:12]1[S:13][C:14]2[CH:21]=[C:20]([C:22]([F:23])([F:25])[F:24])[CH:19]=[CH:18][C:15]=2[C:16]=1[CH3:17])[CH2:6][CH2:7][OH:8], predict the reactants needed to synthesize it. The reactants are: [CH3:1][O:2][CH2:3][CH2:4][CH:5]([C:12]1[S:13][C:14]2[CH:21]=[C:20]([C:22]([F:25])([F:24])[F:23])[CH:19]=[CH:18][C:15]=2[C:16]=1[CH3:17])[CH2:6][C:7](OCC)=[O:8].[H-].C([Al+]CC(C)C)C(C)C.O. (3) Given the product [Br:13][C:14]1[CH:15]=[C:16]([CH:27]=[C:28]([F:30])[CH:29]=1)[CH2:17][N:18]([C:38](=[O:4])[N:34]([C:35]1[CH:36]=[CH:48][C:41]([Cl:40])=[CH:42][CH:37]=1)[CH3:31])[NH:19][C:20]([O:22][C:23]([CH3:26])([CH3:25])[CH3:24])=[O:21], predict the reactants needed to synthesize it. The reactants are: ClC(Cl)([O:4]C(=O)OC(Cl)(Cl)Cl)Cl.[Br:13][C:14]1[CH:15]=[C:16]([CH:27]=[C:28]([F:30])[CH:29]=1)[CH2:17][NH:18][NH:19][C:20]([O:22][C:23]([CH3:26])([CH3:25])[CH3:24])=[O:21].[CH:31]([N:34]([CH2:38]C)[CH:35]([CH3:37])[CH3:36])(C)C.[Cl:40][C:41]1[CH:48]=CC(NC)=C[CH:42]=1. (4) The reactants are: CCN(CC)CC.[N:8]([C@H:11]1[CH2:15][C@@H:14]([O:16][CH2:17][C:18]2[CH:23]=[CH:22][CH:21]=[CH:20][CH:19]=2)[CH2:13][C@@H:12]1[OH:24])=[N+:9]=[N-:10].[CH3:25][S:26](Cl)(=[O:28])=[O:27].C([O-])(O)=O.[Na+]. Given the product [CH3:25][S:26]([O:24][C@@H:12]1[CH2:13][C@H:14]([O:16][CH2:17][C:18]2[CH:23]=[CH:22][CH:21]=[CH:20][CH:19]=2)[CH2:15][C@H:11]1[N:8]=[N+:9]=[N-:10])(=[O:28])=[O:27], predict the reactants needed to synthesize it. (5) Given the product [C:1]12([NH:11][CH2:21][C:13]3[S:12][C:16]4[CH:17]=[CH:18][CH:19]=[CH:20][C:15]=4[N:14]=3)[CH2:8][CH:7]3[CH2:6][CH:5]([CH2:4][CH:3]([CH2:9]3)[CH2:2]1)[CH2:10]2, predict the reactants needed to synthesize it. The reactants are: [C:1]12([NH2:11])[CH2:10][CH:5]3[CH2:6][CH:7]([CH2:9][CH:3]([CH2:4]3)[CH2:2]1)[CH2:8]2.[S:12]1[C:16]2[CH:17]=[CH:18][CH:19]=[CH:20][C:15]=2[N:14]=[C:13]1[CH:21]=O. (6) Given the product [OH:8][C:9]1[CH:10]=[CH:11][C:12]([O:13][C:14]2[CH:15]=[C:16]([NH:34][CH2:35][CH2:36][C:37]([F:39])([F:40])[F:38])[C:17]3[N:21]=[CH:20][N:19]([C:22]4[CH:31]=[CH:30][C:25]([C:26]([NH:28][CH3:29])=[O:27])=[C:24]([CH3:32])[CH:23]=4)[C:18]=3[CH:33]=2)=[CH:41][CH:42]=1, predict the reactants needed to synthesize it. The reactants are: C([O:8][C:9]1[CH:42]=[CH:41][C:12]([O:13][C:14]2[CH:15]=[C:16]([NH:34][CH2:35][CH2:36][C:37]([F:40])([F:39])[F:38])[C:17]3[N:21]=[CH:20][N:19]([C:22]4[CH:31]=[CH:30][C:25]([C:26]([NH:28][CH3:29])=[O:27])=[C:24]([CH3:32])[CH:23]=4)[C:18]=3[CH:33]=2)=[CH:11][CH:10]=1)C1C=CC=CC=1. (7) Given the product [CH3:9][O:8][C:6]1[CH:7]=[C:2]([C:15](=[O:17])[CH3:16])[CH:3]=[N:4][CH:5]=1, predict the reactants needed to synthesize it. The reactants are: Br[C:2]1[CH:3]=[N:4][CH:5]=[C:6]([O:8][CH3:9])[CH:7]=1.C([Sn](CCCC)(CCCC)[C:15]([O:17]CC)=[CH2:16])CCC.